This data is from Full USPTO retrosynthesis dataset with 1.9M reactions from patents (1976-2016). The task is: Predict the reactants needed to synthesize the given product. (1) The reactants are: [I:1][C:2]1[CH:3]=[C:4]2[C:9](=[CH:10][CH:11]=1)[N:8]=[CH:7][NH:6][C:5]2=O.C1(P(Cl)([Cl:21])=O)C=CC=CC=1.C(OC(C)C)(C)C. Given the product [Cl:21][C:5]1[C:4]2[C:9](=[CH:10][CH:11]=[C:2]([I:1])[CH:3]=2)[N:8]=[CH:7][N:6]=1, predict the reactants needed to synthesize it. (2) Given the product [C:31]([O:11][CH2:10][CH:9]([CH2:8][CH2:7][C:5]1[O:6][C:2]([Br:1])=[C:3]([C:14]2[CH:15]=[CH:16][C:17]([C:20]([F:23])([F:22])[F:21])=[CH:18][CH:19]=2)[N:4]=1)[CH2:12][O:13][C:29](=[O:35])[CH3:30])(=[O:33])[CH3:32], predict the reactants needed to synthesize it. The reactants are: [Br:1][C:2]1[O:6][C:5]([CH2:7][CH2:8][CH:9]([CH2:12][OH:13])[CH2:10][OH:11])=[N:4][C:3]=1[C:14]1[CH:19]=[CH:18][C:17]([C:20]([F:23])([F:22])[F:21])=[CH:16][CH:15]=1.C(N([CH2:29][CH3:30])CC)C.[C:31](Cl)(=[O:33])[CH3:32].[OH2:35].